The task is: Predict which catalyst facilitates the given reaction.. This data is from Catalyst prediction with 721,799 reactions and 888 catalyst types from USPTO. The catalyst class is: 4. Product: [Cl:1][C:2]1[CH:7]=[C:6]([Cl:8])[CH:5]=[CH:4][C:3]=1[C:9]1[O:10][C:11]2[CH:17]=[CH:16][C:15]([OH:18])=[CH:14][C:12]=2[N:13]=1. Reactant: [Cl:1][C:2]1[CH:7]=[C:6]([Cl:8])[CH:5]=[CH:4][C:3]=1[C:9]1[O:10][C:11]2[CH:17]=[CH:16][C:15]([O:18]C)=[CH:14][C:12]=2[N:13]=1.B(Br)(Br)Br.